Dataset: Forward reaction prediction with 1.9M reactions from USPTO patents (1976-2016). Task: Predict the product of the given reaction. Given the reactants [Br:1][C:2]1[CH:3]=[N:4][CH:5]=[C:6]([C:12]=1[CH3:13])[C:7]([O:9]CC)=O.[Li+].CC([N-]C(C)C)C.[C:22]([O:26][CH3:27])(=[O:25])[CH:23]=[CH2:24].CC(O)=O, predict the reaction product. The product is: [Br:1][C:2]1[C:12]2[CH2:13][CH2:24][CH:23]([C:22]([O:26][CH3:27])=[O:25])[C:7](=[O:9])[C:6]=2[CH:5]=[N:4][CH:3]=1.